This data is from Catalyst prediction with 721,799 reactions and 888 catalyst types from USPTO. The task is: Predict which catalyst facilitates the given reaction. (1) Reactant: [NH:1]1[CH2:5][CH2:4][CH2:3][CH2:2]1.[C:6]([O:10][C:11]([C:13]1[C:14](OS(C(F)(F)F)(=O)=O)=[N:15][C:16]2[C:21]([C:22]=1[C:23]1[CH:28]=[CH:27][CH:26]=[C:25]([CH:29]([CH3:31])[CH3:30])[CH:24]=1)=[CH:20][C:19]([Cl:32])=[CH:18][CH:17]=2)=[O:12])([CH3:9])([CH3:8])[CH3:7].C(=O)([O-])[O-].[K+].[K+]. Product: [C:6]([O:10][C:11]([C:13]1[C:14]([N:1]2[CH2:5][CH2:4][CH2:3][CH2:2]2)=[N:15][C:16]2[C:21]([C:22]=1[C:23]1[CH:28]=[CH:27][CH:26]=[C:25]([CH:29]([CH3:30])[CH3:31])[CH:24]=1)=[CH:20][C:19]([Cl:32])=[CH:18][CH:17]=2)=[O:12])([CH3:9])([CH3:8])[CH3:7]. The catalyst class is: 58. (2) Reactant: [CH2:1]([C:3]1[NH:13][C:6]2=[N:7][C:8]([CH3:12])=[CH:9][C:10]([CH3:11])=[C:5]2[N:4]=1)[CH3:2].[H-].[Na+].[I:16][C:17]1[CH:24]=[CH:23][C:20]([CH2:21]Br)=[CH:19][CH:18]=1. Product: [CH2:1]([C:3]1[N:13]([CH2:21][C:20]2[CH:23]=[CH:24][C:17]([I:16])=[CH:18][CH:19]=2)[C:6]2=[N:7][C:8]([CH3:12])=[CH:9][C:10]([CH3:11])=[C:5]2[N:4]=1)[CH3:2]. The catalyst class is: 1. (3) Reactant: [Cl:1][C:2]1[CH:9]=[CH:8][C:5]([CH2:6]Br)=[CH:4][CH:3]=1.[CH2:10]([O:12][C:13](=[O:33])[C:14]1[CH:19]=[C:18]([N:20]2[C:24]([CH3:25])=[CH:23][CH:22]=[C:21]2[C:26]2[CH:31]=[CH:30][CH:29]=[CH:28][C:27]=2[OH:32])[CH:17]=[N:16][CH:15]=1)[CH3:11].C([O-])([O-])=O.[K+].[K+]. Product: [CH2:10]([O:12][C:13](=[O:33])[C:14]1[CH:19]=[C:18]([N:20]2[C:24]([CH3:25])=[CH:23][CH:22]=[C:21]2[C:26]2[CH:31]=[CH:30][CH:29]=[CH:28][C:27]=2[O:32][CH2:6][C:5]2[CH:8]=[CH:9][C:2]([Cl:1])=[CH:3][CH:4]=2)[CH:17]=[N:16][CH:15]=1)[CH3:11]. The catalyst class is: 31.